From a dataset of Full USPTO retrosynthesis dataset with 1.9M reactions from patents (1976-2016). Predict the reactants needed to synthesize the given product. (1) Given the product [CH3:32][N:26]1[CH2:27][CH2:28][CH:23]([C:20]2[N:19]=[C:18]3[NH:29][C:15]([C:12]4[CH:11]=[CH:10][C:9]([CH2:8][O:1][C:2]5[CH:3]=[CH:4][CH:5]=[CH:6][CH:7]=5)=[CH:14][CH:13]=4)=[N:16][C:17]3=[CH:22][CH:21]=2)[CH2:24][CH2:25]1, predict the reactants needed to synthesize it. The reactants are: [O:1]([CH2:8][C:9]1[CH:14]=[CH:13][C:12]([C:15]2[NH:29][C:18]3=[N:19][C:20]([CH:23]4[CH2:28][CH2:27][NH:26][CH2:25][CH2:24]4)=[CH:21][CH:22]=[C:17]3[N:16]=2)=[CH:11][CH:10]=1)[C:2]1[CH:7]=[CH:6][CH:5]=[CH:4][CH:3]=1.C=O.[C:32](O[BH-](OC(=O)C)OC(=O)C)(=O)C.[Na+].C(Cl)Cl.CCOCC. (2) Given the product [F:1][C:2]1[C:3]([C:21]2[CH:22]=[N:23][N:24]([CH3:26])[CH:25]=2)=[N:4][C:5]([NH:11][CH2:12][CH2:13][C:14]2[CH:19]=[CH:18][CH:17]=[C:16]([F:20])[CH:15]=2)=[C:6]([CH:10]=1)[C:7]([NH:61][CH2:62][C@H:63]1[CH2:66][CH2:65][N:64]1[C:67]([O:69][C:70]([CH3:73])([CH3:72])[CH3:71])=[O:68])=[O:8], predict the reactants needed to synthesize it. The reactants are: [F:1][C:2]1[C:3]([C:21]2[CH:22]=[N:23][N:24]([CH3:26])[CH:25]=2)=[N:4][C:5]([NH:11][CH2:12][CH2:13][C:14]2[CH:19]=[CH:18][CH:17]=[C:16]([F:20])[CH:15]=2)=[C:6]([CH:10]=1)[C:7](O)=[O:8].CN(C(ON1N=NC2C=CC=CC1=2)=[N+](C)C)C.F[P-](F)(F)(F)(F)F.C1C=CC2N(O)N=NC=2C=1.[NH2:61][CH2:62][C@H:63]1[CH2:66][CH2:65][N:64]1[C:67]([O:69][C:70]([CH3:73])([CH3:72])[CH3:71])=[O:68].CCN(C(C)C)C(C)C. (3) Given the product [O:1]1[C:5]2[CH:6]=[CH:7][C:8]([CH:10]([N:14]3[CH2:19][CH2:18][N:17]([CH3:20])[CH2:16][CH2:15]3)[C:11]([NH:61][NH:60][C:55]3[CH:54]=[C:53]([Cl:52])[CH:58]=[C:57]([Cl:59])[CH:56]=3)=[O:13])=[CH:9][C:4]=2[O:3][CH2:2]1, predict the reactants needed to synthesize it. The reactants are: [O:1]1[C:5]2[CH:6]=[CH:7][C:8]([CH:10]([N:14]3[CH2:19][CH2:18][N:17]([CH3:20])[CH2:16][CH2:15]3)[C:11]([OH:13])=O)=[CH:9][C:4]=2[O:3][CH2:2]1.CCN(C(C)C)C(C)C.CN(C(ON1N=NC2C=CC=CC1=2)=[N+](C)C)C.[B-](F)(F)(F)F.[Cl:52][C:53]1[CH:54]=[C:55]([NH:60][NH2:61])[CH:56]=[C:57]([Cl:59])[CH:58]=1.C([O-])(O)=O.[Na+]. (4) Given the product [OH:17][CH2:16][C@H:11]1[CH2:12][CH2:13][CH2:14][CH2:15][C@@H:10]1[N:9]([C@H:7]([C:1]1[CH:6]=[CH:5][CH:4]=[CH:3][CH:2]=1)[CH3:8])[CH2:19][C:20]([O:22][CH2:23][CH3:24])=[O:21], predict the reactants needed to synthesize it. The reactants are: [C:1]1([C@@H:7]([NH:9][C@H:10]2[CH2:15][CH2:14][CH2:13][CH2:12][C@@H:11]2[CH2:16][OH:17])[CH3:8])[CH:6]=[CH:5][CH:4]=[CH:3][CH:2]=1.Br[CH2:19][C:20]([O:22][CH2:23][CH3:24])=[O:21].C(=O)([O-])[O-].[Na+].[Na+]. (5) The reactants are: C(OC([NH:8][C:9]1[CH:14]=[CH:13][CH:12]=[CH:11][C:10]=1B(O)O)=O)(C)(C)C.[CH2:18]([O:25][C:26]1[N:31]=[C:30]([C:32]#[N:33])[C:29](Br)=[CH:28][CH:27]=1)[C:19]1[CH:24]=[CH:23][CH:22]=[CH:21][CH:20]=1.C(=O)([O-])[O-].[K+].[K+]. Given the product [CH2:18]([O:25][C:26]1[CH:27]=[CH:28][C:29]2[C:30](=[C:32]([NH2:33])[N:8]=[C:9]3[CH:14]=[CH:13][CH:12]=[CH:11][C:10]3=2)[N:31]=1)[C:19]1[CH:24]=[CH:23][CH:22]=[CH:21][CH:20]=1, predict the reactants needed to synthesize it.